Dataset: Forward reaction prediction with 1.9M reactions from USPTO patents (1976-2016). Task: Predict the product of the given reaction. (1) Given the reactants [Br:1][C:2]1[CH:7]=[CH:6][C:5]([C:8]([NH2:11])([CH3:10])[CH3:9])=[CH:4][CH:3]=1.C(O[BH-](O[C:22](=O)[CH3:23])OC(=O)C)(=O)C.[Na+].[CH2:26](Cl)Cl, predict the reaction product. The product is: [Br:1][C:2]1[CH:3]=[CH:4][C:5]([C:8]([NH:11][CH:22]([CH3:23])[CH3:26])([CH3:9])[CH3:10])=[CH:6][CH:7]=1. (2) Given the reactants OC(C(F)(F)F)=O.[C:8]1([C:14]2[CH:19]=[CH:18][N:17]=[C:16]([N:20]3[CH2:25][CH2:24][NH:23][CH2:22][CH2:21]3)[N:15]=2)[CH:13]=[CH:12][CH:11]=[CH:10][CH:9]=1.[F:26][C:27]([F:43])([F:42])[C:28]1[O:32][N:31]=[C:30]([C:33]2[CH:34]=[C:35]([CH:39]=[CH:40][CH:41]=2)[C:36](O)=[O:37])[N:29]=1, predict the reaction product. The product is: [C:8]1([C:14]2[CH:19]=[CH:18][N:17]=[C:16]([N:20]3[CH2:25][CH2:24][N:23]([C:36]([C:35]4[CH:39]=[CH:40][CH:41]=[C:33]([C:30]5[N:29]=[C:28]([C:27]([F:42])([F:26])[F:43])[O:32][N:31]=5)[CH:34]=4)=[O:37])[CH2:22][CH2:21]3)[N:15]=2)[CH:9]=[CH:10][CH:11]=[CH:12][CH:13]=1. (3) Given the reactants [C:1]([C:5]1[N:10]=[C:9]([NH:11][CH2:12][CH2:13][CH2:14][O:15][CH3:16])[C:8]([C:17]([N:19]([CH2:45][CH:46]([CH3:48])[CH3:47])[C@H:20]2[CH2:25][C@@H:24]([C:26]([N:28]3[CH2:33][CH2:32][CH:31]([C:34]([OH:37])([CH3:36])[CH3:35])[CH2:30][CH2:29]3)=[O:27])[CH2:23][N:22](C(OC(C)(C)C)=O)[CH2:21]2)=[O:18])=[CH:7][N:6]=1)([CH3:4])([CH3:3])[CH3:2].C(O)(C(F)(F)F)=O.C(Cl)(Cl)[Cl:57], predict the reaction product. The product is: [ClH:57].[ClH:57].[C:1]([C:5]1[N:10]=[C:9]([NH:11][CH2:12][CH2:13][CH2:14][O:15][CH3:16])[C:8]([C:17]([N:19]([C@H:20]2[CH2:25][C@@H:24]([C:26]([N:28]3[CH2:29][CH2:30][CH:31]([C:34]([OH:37])([CH3:35])[CH3:36])[CH2:32][CH2:33]3)=[O:27])[CH2:23][NH:22][CH2:21]2)[CH2:45][CH:46]([CH3:48])[CH3:47])=[O:18])=[CH:7][N:6]=1)([CH3:2])([CH3:3])[CH3:4]. (4) Given the reactants [NH2:1][C:2]1[NH:6][C:5]2[CH:7]=[CH:8][C:9]([C:11]3[NH:16][C:15]([NH:17][C:18]4[CH:23]=[CH:22][CH:21]=[CH:20][C:19]=4[Cl:24])=[N:14][C:13](=[O:25])[CH:12]=3)=[CH:10][C:4]=2[N:3]=1.[CH:26]1([C:29](O)=[O:30])[CH2:28][CH2:27]1, predict the reaction product. The product is: [Cl:24][C:19]1[CH:20]=[CH:21][CH:22]=[CH:23][C:18]=1[NH:17][C:15]1[NH:14][C:13](=[O:25])[CH:12]=[C:11]([C:9]2[CH:8]=[CH:7][C:5]3[NH:6][C:2]([NH:1][C:29]([CH:26]4[CH2:28][CH2:27]4)=[O:30])=[N:3][C:4]=3[CH:10]=2)[N:16]=1. (5) Given the reactants [Cl:1][C:2]1[C:10]([CH3:11])=[C:9](CC=S(=O)=O)[CH:8]=[CH:7][C:3]=1[C:4]([OH:6])=[O:5].[Br:17]N1C(=O)CCC1=O.C(OOC(=O)[C:36]1[CH:41]=CC=CC=1)(=O)C1C=CC=CC=1.[S:43](=[O:46])(O)[O-:44].[Na+], predict the reaction product. The product is: [Br:17][CH2:11][C:10]1[C:2]([Cl:1])=[C:3]([CH:7]=[CH:8][C:9]=1[S:43]([CH2:41][CH3:36])(=[O:46])=[O:44])[C:4]([OH:6])=[O:5]. (6) Given the reactants [Li+].[OH-].C[O:4][C:5](=[O:27])[C:6]([CH2:18][C:19]1[CH:24]=[CH:23][CH:22]=[C:21]([C:25]#[N:26])[CH:20]=1)([NH:13][C:14]([O:16][CH3:17])=[O:15])[CH2:7][CH2:8][S:9]([CH3:12])(=[O:11])=[O:10], predict the reaction product. The product is: [C:25]([C:21]1[CH:20]=[C:19]([CH:24]=[CH:23][CH:22]=1)[CH2:18][C:6]([NH:13][C:14]([O:16][CH3:17])=[O:15])([CH2:7][CH2:8][S:9]([CH3:12])(=[O:11])=[O:10])[C:5]([OH:27])=[O:4])#[N:26]. (7) Given the reactants [Cl:1][C:2]1[CH:3]=[N:4][CH:5]=[C:6]([Cl:27])[C:7]=1[NH:8][C:9]1[NH:10][C:11]2[C:17]3[CH2:18][C:19]([CH3:22])([CH3:21])[O:20][C:16]=3[C:15]([C:23]([O:25]C)=O)=[CH:14][C:12]=2[N:13]=1.[F:28][C:29]1[C:35]([F:36])=[C:34]([F:37])[CH:33]=[CH:32][C:30]=1[NH2:31].C[Al](C)C, predict the reaction product. The product is: [Cl:1][C:2]1[CH:3]=[N:4][CH:5]=[C:6]([Cl:27])[C:7]=1[NH:8][C:9]1[NH:10][C:11]2[C:17]3[CH2:18][C:19]([CH3:21])([CH3:22])[O:20][C:16]=3[C:15]([C:23]([NH:31][C:30]3[CH:32]=[CH:33][C:34]([F:37])=[C:35]([F:36])[C:29]=3[F:28])=[O:25])=[CH:14][C:12]=2[N:13]=1. (8) Given the reactants [CH2:1]([O:10][CH2:11][CH2:12][CH2:13][C:14]([OH:16])=O)[CH2:2][CH2:3][CH2:4][CH2:5][CH2:6][CH2:7][CH2:8][CH3:9].CN(C)[CH:19]=[O:20].[C:22](Cl)(=O)[C:23](Cl)=[O:24], predict the reaction product. The product is: [CH2:1]([O:10][CH2:11][CH2:12][CH2:13][C:14](=[O:16])[CH2:22][C:23]([O:20][CH3:19])=[O:24])[CH2:2][CH2:3][CH2:4][CH2:5][CH2:6][CH2:7][CH2:8][CH3:9]. (9) Given the reactants [C:1]1([S:7]([NH:10][C:11]2[CH:16]=[CH:15][C:14]([CH:17]=[CH:18][C:19]([OH:21])=O)=[CH:13][CH:12]=2)(=[O:9])=[O:8])[CH:6]=[CH:5][CH:4]=[CH:3][CH:2]=1.Cl.CN(C)CCCN=C=NCC.O.[OH:35][N:36]1C2C=CC=CC=2N=N1.NOC1CCCCO1.C12(CS(O)(=O)=O)C(C)(C)C(CC1)CC2=O, predict the reaction product. The product is: [OH:35][NH:36][C:19](=[O:21])[CH:18]=[CH:17][C:14]1[CH:15]=[CH:16][C:11]([NH:10][S:7]([C:1]2[CH:6]=[CH:5][CH:4]=[CH:3][CH:2]=2)(=[O:9])=[O:8])=[CH:12][CH:13]=1. (10) Given the reactants [N:1]([CH2:4][CH3:5])=[C:2]=[S:3].[CH3:6][C:7]1([CH3:31])[CH2:16][CH2:15][C:14]([CH3:18])([CH3:17])[C:13]2[CH:12]=[C:11]([C:19]([O:21][CH2:22][CH2:23][C:24]3[CH:29]=[CH:28][C:27]([NH2:30])=[CH:26][CH:25]=3)=[O:20])[CH:10]=[CH:9][C:8]1=2, predict the reaction product. The product is: [CH3:6][C:7]1([CH3:31])[CH2:16][CH2:15][C:14]([CH3:17])([CH3:18])[C:13]2[CH:12]=[C:11]([C:19]([O:21][CH2:22][CH2:23][C:24]3[CH:25]=[CH:26][C:27]([NH:30][C:2]([NH:1][CH2:4][CH3:5])=[S:3])=[CH:28][CH:29]=3)=[O:20])[CH:10]=[CH:9][C:8]1=2.